From a dataset of Merck oncology drug combination screen with 23,052 pairs across 39 cell lines. Regression. Given two drug SMILES strings and cell line genomic features, predict the synergy score measuring deviation from expected non-interaction effect. (1) Drug 1: O=S1(=O)NC2(CN1CC(F)(F)F)C1CCC2Cc2cc(C=CCN3CCC(C(F)(F)F)CC3)ccc2C1. Drug 2: CS(=O)(=O)CCNCc1ccc(-c2ccc3ncnc(Nc4ccc(OCc5cccc(F)c5)c(Cl)c4)c3c2)o1. Cell line: LNCAP. Synergy scores: synergy=-19.8. (2) Drug 1: O=S1(=O)NC2(CN1CC(F)(F)F)C1CCC2Cc2cc(C=CCN3CCC(C(F)(F)F)CC3)ccc2C1. Drug 2: NC1(c2ccc(-c3nc4ccn5c(=O)[nH]nc5c4cc3-c3ccccc3)cc2)CCC1. Cell line: NCIH1650. Synergy scores: synergy=41.7. (3) Drug 1: N#Cc1ccc(Cn2cncc2CN2CCN(c3cccc(Cl)c3)C(=O)C2)cc1. Drug 2: NC1CCCCC1N.O=C(O)C(=O)O.[Pt+2]. Cell line: SKMEL30. Synergy scores: synergy=1.49. (4) Drug 1: COc1cc(C2c3cc4c(cc3C(OC3OC5COC(C)OC5C(O)C3O)C3COC(=O)C23)OCO4)cc(OC)c1O. Drug 2: NC1(c2ccc(-c3nc4ccn5c(=O)[nH]nc5c4cc3-c3ccccc3)cc2)CCC1. Cell line: OCUBM. Synergy scores: synergy=8.48. (5) Drug 1: CC(=O)OC1C(=O)C2(C)C(O)CC3OCC3(OC(C)=O)C2C(OC(=O)c2ccccc2)C2(O)CC(OC(=O)C(O)C(NC(=O)c3ccccc3)c3ccccc3)C(C)=C1C2(C)C. Drug 2: NC(=O)c1cccc2cn(-c3ccc(C4CCCNC4)cc3)nc12. Cell line: RKO. Synergy scores: synergy=-18.2.